From a dataset of Catalyst prediction with 721,799 reactions and 888 catalyst types from USPTO. Predict which catalyst facilitates the given reaction. (1) Reactant: [CH3:1][C:2]1[CH:7]=[CH:6][C:5]([C:8]2[C:9]([C:13]([F:16])([F:15])[F:14])=[N:10][NH:11][CH:12]=2)=[CH:4][C:3]=1[CH:17]([S:22][CH:23]([C:28]1[CH:33]=[C:32]([C:34]2[C:35]([C:39]([F:42])([F:41])[F:40])=[N:36][NH:37][CH:38]=2)[CH:31]=[CH:30][C:29]=1[CH3:43])[C:24]([F:27])([F:26])[F:25])[C:18]([F:21])([F:20])[F:19].ClC1C=CC=C(C(OO)=[O:52])C=1.S([O-])([O-])=O.[Na+].[Na+]. Product: [CH3:1][C:2]1[CH:7]=[CH:6][C:5]([C:8]2[C:9]([C:13]([F:16])([F:15])[F:14])=[N:10][NH:11][CH:12]=2)=[CH:4][C:3]=1[CH:17]([S:22]([CH:23]([C:28]1[CH:33]=[C:32]([C:34]2[C:35]([C:39]([F:42])([F:40])[F:41])=[N:36][NH:37][CH:38]=2)[CH:31]=[CH:30][C:29]=1[CH3:43])[C:24]([F:25])([F:26])[F:27])=[O:52])[C:18]([F:19])([F:20])[F:21]. The catalyst class is: 22. (2) Reactant: [CH2:1]([NH2:11])[C:2]1[CH:10]=[CH:9][C:8]2[O:7][CH2:6][O:5][C:4]=2[CH:3]=1.C([N:14]([CH2:17][CH3:18])CC)C.[C:19]1([C:28](Cl)=[O:29])[CH:24]=[CH:23][CH:22]=[C:21]([C:25](Cl)=[O:26])[CH:20]=1. Product: [O:7]1[C:8]2[CH:9]=[CH:10][C:2]([CH2:1][NH:11][C:28](=[O:29])[C:19]3[CH:24]=[CH:23][CH:22]=[C:21]([C:25]([NH:14][CH2:17][C:18]4[CH:2]=[CH:3][C:4]5[O:5][CH2:6][O:7][C:8]=5[CH:9]=4)=[O:26])[CH:20]=3)=[CH:3][C:4]=2[O:5][CH2:6]1. The catalyst class is: 473. (3) Reactant: [CH2:1]([N:8]([CH2:19][C:20]1[CH:25]=[CH:24][CH:23]=[CH:22][CH:21]=1)[C:9]1[C:10]([F:18])=[C:11]([C:14]([F:17])=[CH:15][CH:16]=1)[CH:12]=[O:13])[C:2]1[CH:7]=[CH:6][CH:5]=[CH:4][CH:3]=1.[N:26]1[CH:31]=[CH:30][CH:29]=[C:28]([C:32]2[CH:33]=[C:34]3[CH:40]=[CH:39][NH:38][C:35]3=[N:36][CH:37]=2)[CH:27]=1.[OH-].[K+].O. Product: [CH2:19]([N:8]([CH2:1][C:2]1[CH:3]=[CH:4][CH:5]=[CH:6][CH:7]=1)[C:9]1[C:10]([F:18])=[C:11]([CH:12]([C:40]2[C:34]3[C:35](=[N:36][CH:37]=[C:32]([C:28]4[CH:27]=[N:26][CH:31]=[CH:30][CH:29]=4)[CH:33]=3)[NH:38][CH:39]=2)[OH:13])[C:14]([F:17])=[CH:15][CH:16]=1)[C:20]1[CH:25]=[CH:24][CH:23]=[CH:22][CH:21]=1. The catalyst class is: 5. (4) The catalyst class is: 5. Product: [CH3:1][C:2]1[S:21][C:5]2[NH:6][C:7]3[CH:20]=[CH:19][CH:18]=[CH:17][C:8]=3[N:9]=[C:10]([N:11]3[CH2:16][CH2:15][N:14]([CH3:23])[CH2:13][CH2:12]3)[C:4]=2[CH:3]=1. Reactant: [CH3:1][C:2]1[S:21][C:5]2[NH:6][C:7]3[CH:20]=[CH:19][CH:18]=[CH:17][C:8]=3[N:9]=[C:10]([N:11]3[CH2:16][CH2:15][NH:14][CH2:13][CH2:12]3)[C:4]=2[CH:3]=1.Cl[CH2:23]Cl.S(OC)(OC)(=O)=O.[OH-].[Na+]. (5) Reactant: [OH:1][C@@H:2]1[CH2:6][CH2:5][N:4]([C:7]2[CH:14]=[CH:13][C:10]([C:11]#[N:12])=[CH:9][CH:8]=2)[CH2:3]1.C1(P(C2C=CC=CC=2)C2C=CC=CC=2)C=CC=CC=1.[CH3:34][O:35][C:36](=[O:44])[C:37]1[CH:42]=[CH:41][CH:40]=[C:39](O)[CH:38]=1.CCOC(/N=N/C(OCC)=O)=O. Product: [CH3:34][O:35][C:36](=[O:44])[C:37]1[CH:42]=[CH:41][CH:40]=[C:39]([O:1][C@H:2]2[CH2:6][CH2:5][N:4]([C:7]3[CH:14]=[CH:13][C:10]([C:11]#[N:12])=[CH:9][CH:8]=3)[CH2:3]2)[CH:38]=1. The catalyst class is: 1. (6) Reactant: C[Al](C)C.[F:5][C:6]1[CH:7]=[CH:8][C:9]([NH2:12])=[N:10][CH:11]=1.[Si:13]([O:30][CH2:31][CH2:32][O:33][CH2:34][C@H:35]([OH:40])[C:36](OC)=[O:37])([C:26]([CH3:29])([CH3:28])[CH3:27])([C:20]1[CH:25]=[CH:24][CH:23]=[CH:22][CH:21]=1)[C:14]1[CH:19]=[CH:18][CH:17]=[CH:16][CH:15]=1. Product: [Si:13]([O:30][CH2:31][CH2:32][O:33][CH2:34][C@H:35]([OH:40])[C:36]([NH:12][C:9]1[CH:8]=[CH:7][C:6]([F:5])=[CH:11][N:10]=1)=[O:37])([C:26]([CH3:29])([CH3:27])[CH3:28])([C:20]1[CH:25]=[CH:24][CH:23]=[CH:22][CH:21]=1)[C:14]1[CH:15]=[CH:16][CH:17]=[CH:18][CH:19]=1. The catalyst class is: 11.